Dataset: Full USPTO retrosynthesis dataset with 1.9M reactions from patents (1976-2016). Task: Predict the reactants needed to synthesize the given product. (1) Given the product [Cl:1][C:2]1[C:9]([CH3:10])=[C:8]2[C:5]([CH:6]=[C:23]([C:17]3[CH:18]=[C:19]([O:21][CH3:22])[CH:20]=[C:15]([O:14][CH3:13])[CH:16]=3)[C:24](=[O:25])[N:11]2[CH3:12])=[CH:4][N:3]=1, predict the reactants needed to synthesize it. The reactants are: [Cl:1][C:2]1[C:9]([CH3:10])=[C:8]([NH:11][CH3:12])[C:5]([CH:6]=O)=[CH:4][N:3]=1.[CH3:13][O:14][C:15]1[CH:16]=[C:17]([CH2:23][C:24](OC)=[O:25])[CH:18]=[C:19]([O:21][CH3:22])[CH:20]=1.C(=O)([O-])[O-].[K+].[K+]. (2) Given the product [C:11]([O:10][CH:6]([C:7]([O:9][CH2:1][CH3:2])=[O:8])[C:5]([F:16])([F:17])[F:4])(=[O:15])[C:12]([CH3:14])=[CH2:13], predict the reactants needed to synthesize it. The reactants are: [CH2:1](O)[CH3:2].[F:4][C:5]([F:17])([F:16])[CH:6]([O:10][C:11](=[O:15])[C:12]([CH3:14])=[CH2:13])[C:7]([OH:9])=[O:8].C1(N=C=NC2CCCCC2)CCCCC1.CN(C1C=CC=CN=1)C. (3) Given the product [Br:20][C:21]1[CH:25]=[C:24]([C:26]([NH:27][C:28]2[C:29]([C:30]([NH:6][CH2:5][CH:2]3[CH2:3][CH2:4][O:1]3)=[O:32])=[CH:33][C:34]([Cl:38])=[CH:35][C:36]=2[CH3:37])=[O:31])[N:23]([C:39]2[C:44]([Cl:45])=[CH:43][CH:42]=[CH:41][N:40]=2)[N:22]=1, predict the reactants needed to synthesize it. The reactants are: [O:1]1[CH2:4][CH2:3][CH:2]1[CH2:5][N:6]1C(=O)C2C(=CC=CC=2)C1=O.O.NN.[Br:20][C:21]1[CH:25]=[C:24]([C:26]2[O:31][C:30](=[O:32])[C:29]3[CH:33]=[C:34]([Cl:38])[CH:35]=[C:36]([CH3:37])[C:28]=3[N:27]=2)[N:23]([C:39]2[C:44]([Cl:45])=[CH:43][CH:42]=[CH:41][N:40]=2)[N:22]=1. (4) Given the product [CH:1]1([C:4]2[O:8][N:7]=[C:6]([C@@H:9]3[CH2:14][CH2:13][CH2:12][CH2:11][C@H:10]3[C:15]([F:18])([F:16])[F:17])[C:5]=2[CH2:19][O:20][CH:21]2[CH2:22][CH:23]3[N:28]([C:53]4[S:54][C:55]5[CH:61]=[C:60]([C:62]([O:64][CH2:65][CH3:66])=[O:63])[CH:59]=[CH:58][C:56]=5[N:57]=4)[CH:26]([CH2:25][CH2:24]3)[CH2:27]2)[CH2:2][CH2:3]1, predict the reactants needed to synthesize it. The reactants are: [CH:1]1([C:4]2[O:8][N:7]=[C:6]([C@@H:9]3[CH2:14][CH2:13][CH2:12][CH2:11][C@H:10]3[C:15]([F:18])([F:17])[F:16])[C:5]=2[CH2:19][O:20][CH:21]2[CH2:27][CH:26]3[N:28](C(OC(C)(C)C)=O)[CH:23]([CH2:24][CH2:25]3)[CH2:22]2)[CH2:3][CH2:2]1.C(O)(C(F)(F)F)=O.CCN(C(C)C)C(C)C.Cl[C:53]1[S:54][C:55]2[CH:61]=[C:60]([C:62]([O:64][CH2:65][CH3:66])=[O:63])[CH:59]=[CH:58][C:56]=2[N:57]=1. (5) The reactants are: [Cl-].O[NH3+:3].[C:4](=[O:7])([O-])[OH:5].[Na+].CS(C)=O.[CH2:13]([C:17]1[N:18]([CH2:46][C:47]2[CH:52]=[CH:51][C:50]([C:53]3[C:54]([C:59]#[N:60])=[CH:55][CH:56]=[CH:57][CH:58]=3)=[CH:49][CH:48]=2)[C:19](=[O:45])[C:20]([C:26]2[CH:31]=[CH:30][C:29]([O:32][C:33]([CH3:44])([CH3:43])[CH2:34][O:35][Si](C(C)(C)C)(C)C)=[CH:28][CH:27]=2)=[C:21]([CH:23]2[CH2:25][CH2:24]2)[N:22]=1)[CH2:14][CH2:15][CH3:16]. Given the product [CH2:13]([C:17]1[N:18]([CH2:46][C:47]2[CH:48]=[CH:49][C:50]([C:53]3[CH:58]=[CH:57][CH:56]=[CH:55][C:54]=3[C:59]3[NH:60][C:4](=[O:7])[O:5][N:3]=3)=[CH:51][CH:52]=2)[C:19](=[O:45])[C:20]([C:26]2[CH:27]=[CH:28][C:29]([O:32][C:33]([CH3:44])([CH3:43])[CH2:34][OH:35])=[CH:30][CH:31]=2)=[C:21]([CH:23]2[CH2:24][CH2:25]2)[N:22]=1)[CH2:14][CH2:15][CH3:16], predict the reactants needed to synthesize it. (6) Given the product [NH2:57][C:58]([O:5][CH2:4][CH3:3])=[O:59].[NH2:74][C:61]([NH2:60])=[O:62], predict the reactants needed to synthesize it. The reactants are: C(O)C[CH2:3][CH2:4][OH:5].C([O-])(=O)CCCCCCCCCCC.C([O-])(=O)CCCCCCCCCCC.C([Sn+2]CCCC)CCC.C1C(CC2C=CC([N:57]=[C:58]=[O:59])=CC=2)=CC=C([N:60]=[C:61]=[O:62])C=1.CCCCO[C@H](CO)CC.C[N:74]1CCCC1=O. (7) Given the product [C:9]([O:13][C:14](=[O:22])[C:15]([C:7]1[C:2]([F:1])=[N:3][C:4]([F:8])=[CH:5][CH:6]=1)=[O:16])([CH3:12])([CH3:11])[CH3:10], predict the reactants needed to synthesize it. The reactants are: [F:1][C:2]1[CH:7]=[CH:6][CH:5]=[C:4]([F:8])[N:3]=1.[C:9]([O:13][C:14](=[O:22])[C:15](OC(C)(C)C)=[O:16])([CH3:12])([CH3:11])[CH3:10]. (8) Given the product [CH2:1]([N:8]1[CH2:13][CH2:12][CH:11]([C:14]([NH:16][C:17]2[CH:22]=[CH:21][C:20]([CH2:23][NH:24][C:25]3[C:34]4[C:29](=[CH:30][C:31]([CH3:35])=[CH:32][CH:33]=4)[N:28]=[C:27]([N:38]([CH2:39][CH2:40][OH:41])[CH3:37])[N:26]=3)=[CH:19][CH:18]=2)=[O:15])[CH2:10][CH2:9]1)[C:2]1[CH:7]=[CH:6][CH:5]=[CH:4][CH:3]=1, predict the reactants needed to synthesize it. The reactants are: [CH2:1]([N:8]1[CH2:13][CH2:12][CH:11]([C:14]([NH:16][C:17]2[CH:22]=[CH:21][C:20]([CH2:23][NH:24][C:25]3[C:34]4[C:29](=[CH:30][C:31]([CH3:35])=[CH:32][CH:33]=4)[N:28]=[C:27](Cl)[N:26]=3)=[CH:19][CH:18]=2)=[O:15])[CH2:10][CH2:9]1)[C:2]1[CH:7]=[CH:6][CH:5]=[CH:4][CH:3]=1.[CH3:37][NH:38][CH2:39][CH2:40][OH:41]. (9) Given the product [F:23][C:19]1([F:22])[O:18][C:17]2[CH:16]=[CH:15][CH:14]=[C:13]([N:6]3[CH:7]=[C:8]([O:11][CH3:12])[C:9](=[O:10])[C:4]([C:1](=[O:3])[CH:2]=[CH:26][N:27]([CH3:29])[CH3:28])=[N:5]3)[C:21]=2[O:20]1, predict the reactants needed to synthesize it. The reactants are: [C:1]([C:4]1[C:9](=[O:10])[C:8]([O:11][CH3:12])=[CH:7][N:6]([C:13]2[C:21]3[O:20][C:19]([F:23])([F:22])[O:18][C:17]=3[CH:16]=[CH:15][CH:14]=2)[N:5]=1)(=[O:3])[CH3:2].CO[CH:26](OC)[N:27]([CH3:29])[CH3:28].